Dataset: NCI-60 drug combinations with 297,098 pairs across 59 cell lines. Task: Regression. Given two drug SMILES strings and cell line genomic features, predict the synergy score measuring deviation from expected non-interaction effect. (1) Drug 1: C1=NC2=C(N=C(N=C2N1C3C(C(C(O3)CO)O)F)Cl)N. Drug 2: CC1=C(C(=O)C2=C(C1=O)N3CC4C(C3(C2COC(=O)N)OC)N4)N. Cell line: NCI-H226. Synergy scores: CSS=7.09, Synergy_ZIP=-1.11, Synergy_Bliss=0.349, Synergy_Loewe=-1.43, Synergy_HSA=-2.95. (2) Drug 1: CC12CCC3C(C1CCC2=O)CC(=C)C4=CC(=O)C=CC34C. Drug 2: CC1=C(C(=O)C2=C(C1=O)N3CC4C(C3(C2COC(=O)N)OC)N4)N. Cell line: HT29. Synergy scores: CSS=52.4, Synergy_ZIP=3.70, Synergy_Bliss=3.80, Synergy_Loewe=-2.73, Synergy_HSA=6.44. (3) Drug 1: C1=CC(=CC=C1CC(C(=O)O)N)N(CCCl)CCCl.Cl. Drug 2: C1=CC=C(C(=C1)C(C2=CC=C(C=C2)Cl)C(Cl)Cl)Cl. Cell line: MDA-MB-231. Synergy scores: CSS=6.88, Synergy_ZIP=-3.06, Synergy_Bliss=-2.34, Synergy_Loewe=-11.9, Synergy_HSA=-2.76.